This data is from Full USPTO retrosynthesis dataset with 1.9M reactions from patents (1976-2016). The task is: Predict the reactants needed to synthesize the given product. Given the product [I:1][C:2]1[C:10]2[C:5](=[CH:6][C:7]([N+:11]([O-:13])=[O:12])=[CH:8][CH:9]=2)[N:4]([CH2:17][O:18][CH2:19][CH2:20][Si:21]([CH3:24])([CH3:23])[CH3:22])[N:3]=1, predict the reactants needed to synthesize it. The reactants are: [I:1][C:2]1[C:10]2[C:5](=[CH:6][C:7]([N+:11]([O-:13])=[O:12])=[CH:8][CH:9]=2)[NH:4][N:3]=1.[H-].[Na+].Cl[CH2:17][O:18][CH2:19][CH2:20][Si:21]([CH3:24])([CH3:23])[CH3:22].O.